This data is from Catalyst prediction with 721,799 reactions and 888 catalyst types from USPTO. The task is: Predict which catalyst facilitates the given reaction. (1) Reactant: Br.Br[CH2:3][C:4]1[C:13]2[C:8](=[CH:9][CH:10]=[CH:11][CH:12]=2)[CH:7]=[CH:6][N:5]=1.C(=O)([O-])[O-].[K+].[K+].[C:20]([O:24][C:25]([N:27]1[CH2:33][CH2:32][CH2:31][N:30]([C:34]2[N:42]([CH2:43][CH:44]=[C:45]([CH3:47])[CH3:46])[C:41]3[C:40](=[O:48])[NH:39][C:38](=[O:49])[N:37]([CH3:50])[C:36]=3[C:35]=2[C:51]#[N:52])[CH2:29][CH2:28]1)=[O:26])([CH3:23])([CH3:22])[CH3:21]. Product: [C:20]([O:24][C:25]([N:27]1[CH2:33][CH2:32][CH2:31][N:30]([C:34]2[N:42]([CH2:43][CH:44]=[C:45]([CH3:46])[CH3:47])[C:41]3[C:40](=[O:48])[N:39]([CH2:3][C:4]4[C:13]5[C:8](=[CH:9][CH:10]=[CH:11][CH:12]=5)[CH:7]=[CH:6][N:5]=4)[C:38](=[O:49])[N:37]([CH3:50])[C:36]=3[C:35]=2[C:51]#[N:52])[CH2:29][CH2:28]1)=[O:26])([CH3:21])([CH3:22])[CH3:23]. The catalyst class is: 3. (2) Reactant: [NH2:1][C:2]1[CH:3]=[CH:4][C:5]([CH3:12])=[C:6]([CH:11]=1)[C:7]([O:9][CH3:10])=[O:8].[C:13]([C:15]([C:18]1[CH:19]=[C:20]([CH:24]=[CH:25][CH:26]=1)[C:21](O)=[O:22])([CH3:17])[CH3:16])#[N:14].C(N(CC)C(C)C)(C)C.CN(C(ON1N=NC2C=CC=NC1=2)=[N+](C)C)C.F[P-](F)(F)(F)(F)F. Product: [C:13]([C:15]([C:18]1[CH:19]=[C:20]([CH:24]=[CH:25][CH:26]=1)[C:21]([NH:1][C:2]1[CH:3]=[CH:4][C:5]([CH3:12])=[C:6]([CH:11]=1)[C:7]([O:9][CH3:10])=[O:8])=[O:22])([CH3:17])[CH3:16])#[N:14]. The catalyst class is: 3. (3) Reactant: [CH2:1]([O:3][C:4](=[O:17])[CH:5]([O:14][CH2:15][CH3:16])[CH2:6][C:7]1[CH:12]=[CH:11][C:10]([OH:13])=[CH:9][CH:8]=1)[CH3:2].O[CH2:19][CH2:20][C:21]1[CH:26]=[CH:25][C:24]([NH:27][C:28](=[O:32])[CH:29]([CH3:31])[CH3:30])=[CH:23][CH:22]=1.N(C(N1CCCCC1)=O)=NC(N1CCCCC1)=O.C1(P(C2C=CC=CC=2)C2C=CC=CC=2)C=CC=CC=1. Product: [CH2:1]([O:3][C:4](=[O:17])[CH:5]([O:14][CH2:15][CH3:16])[CH2:6][C:7]1[CH:8]=[CH:9][C:10]([O:13][CH2:19][CH2:20][C:21]2[CH:26]=[CH:25][C:24]([NH:27][C:28](=[O:32])[CH:29]([CH3:31])[CH3:30])=[CH:23][CH:22]=2)=[CH:11][CH:12]=1)[CH3:2]. The catalyst class is: 96. (4) The catalyst class is: 86. Product: [F:32][C:27]1[CH:28]=[CH:29][CH:30]=[CH:31][C:26]=1[CH2:25][N:18]1[C:19]2=[N:20][CH:21]=[CH:22][CH:23]=[C:24]2[C:16]([C:7]2[NH:6][C:10](=[O:11])[N:9]([CH2:12][CH2:13][C:14]([NH2:15])=[O:40])[N:8]=2)=[N:17]1. Reactant: COC1C=C(OC)C=CC=1C[N:6]1[C:10](=[O:11])[N:9]([CH2:12][CH2:13][C:14]#[N:15])[N:8]=[C:7]1[C:16]1[C:24]2[C:19](=[N:20][CH:21]=[CH:22][CH:23]=2)[N:18]([CH2:25][C:26]2[CH:31]=[CH:30][CH:29]=[CH:28][C:27]=2[F:32])[N:17]=1.S(=O)(=O)(O)[OH:40].[OH-].[Na+]. (5) Reactant: [CH3:1][C:2]1[C:10]2[C:9]([C:11]([OH:13])=O)=[CH:8][C:7]([CH3:14])=[N:6][C:5]=2[N:4]([C:15]2[CH:20]=[CH:19][CH:18]=[CH:17][CH:16]=2)[N:3]=1.[NH2:21][C:22]1[C:23]([CH3:28])=[N:24][CH:25]=[CH:26][CH:27]=1.CN1CCOCC1.CCN=C=NCCCN(C)C.Cl.C1C=CC2N(O)N=NC=2C=1. Product: [CH3:28][C:23]1[C:22]([NH:21][C:11]([C:9]2[C:10]3[C:2]([CH3:1])=[N:3][N:4]([C:15]4[CH:16]=[CH:17][CH:18]=[CH:19][CH:20]=4)[C:5]=3[N:6]=[C:7]([CH3:14])[CH:8]=2)=[O:13])=[CH:27][CH:26]=[CH:25][N:24]=1. The catalyst class is: 18. (6) Reactant: [NH:1]1[CH2:5][CH2:4][C@H:3]([NH:6][C:7](=[O:13])[O:8][C:9]([CH3:12])([CH3:11])[CH3:10])[CH2:2]1.Br[CH2:15][CH2:16][OH:17].C([O-])([O-])=O.[Na+].[Na+]. Product: [OH:17][CH2:16][CH2:15][N:1]1[CH2:5][CH2:4][C@H:3]([NH:6][C:7](=[O:13])[O:8][C:9]([CH3:10])([CH3:12])[CH3:11])[CH2:2]1. The catalyst class is: 10. (7) Reactant: [CH2:1]([NH:4][C:5](=[O:36])[O:6][C:7]1[C:12]([CH3:13])=[CH:11][C:10]([CH2:14][NH:15][C:16]2[CH:21]=[CH:20][N:19]=[C:18]([C:22]3[O:26][N:25]=[C:24]([C:27]4[C:32]([Cl:33])=[CH:31][CH:30]=[CH:29][C:28]=4[Cl:34])[CH:23]=3)[CH:17]=2)=[CH:9][C:8]=1[CH3:35])[CH2:2][CH3:3].[Cl:37][CH:38]([Cl:42])[C:39](Cl)=[O:40]. Product: [CH2:1]([NH:4][C:5](=[O:36])[O:6][C:7]1[C:12]([CH3:13])=[CH:11][C:10]([CH2:14][N:15]([C:16]2[CH:21]=[CH:20][N:19]=[C:18]([C:22]3[O:26][N:25]=[C:24]([C:27]4[C:28]([Cl:34])=[CH:29][CH:30]=[CH:31][C:32]=4[Cl:33])[CH:23]=3)[CH:17]=2)[C:39](=[O:40])[CH:38]([Cl:42])[Cl:37])=[CH:9][C:8]=1[CH3:35])[CH2:2][CH3:3]. The catalyst class is: 236. (8) Reactant: [CH3:1][O:2][C:3]1[CH:8]=[C:7]([C:9]2[CH:10]=[N:11][N:12]([CH3:14])[CH:13]=2)[CH:6]=[CH:5][C:4]=1[NH:15][CH:16]=O.C[Si](C)(C)[N-][Si](C)(C)C.[Na+].[Cl:28][C:29]1[C:34]2[N:35]=C(S(C)(=O)=O)[N:37]=[CH:38][C:33]=2[CH:32]=[C:31]([CH:43]2[CH2:45][CH2:44]2)[N:30]=1.[OH-].[Na+]. Product: [Cl:28][C:29]1[C:34]2[N:35]=[C:16]([NH:15][C:4]3[CH:5]=[CH:6][C:7]([C:9]4[CH:10]=[N:11][N:12]([CH3:14])[CH:13]=4)=[CH:8][C:3]=3[O:2][CH3:1])[N:37]=[CH:38][C:33]=2[CH:32]=[C:31]([CH:43]2[CH2:44][CH2:45]2)[N:30]=1. The catalyst class is: 36. (9) Reactant: [CH2:1]([NH:3][C:4]([NH:6][C:7]1[N:15]=[CH:14][N:13]=[C:12]2[C:8]=1[N:9]=[CH:10][N:11]2[CH:16]1[CH:23]2[CH:19]([O:20][CH:21](/[CH:24]=[CH:25]/[C:26]3[CH:31]=[CH:30][CH:29]=[CH:28][CH:27]=3)[O:22]2)[CH:18]([CH2:32][OH:33])[O:17]1)=[O:5])[CH3:2].C(O)(=[O:36])C.C(O)(=O)C.IC1C=CC=CC=1.CC1(C)N([O])C(C)(C)CCC1. Product: [CH2:1]([NH:3][C:4]([NH:6][C:7]1[N:15]=[CH:14][N:13]=[C:12]2[C:8]=1[N:9]=[CH:10][N:11]2[CH:16]1[CH:23]2[CH:19]([O:20][CH:21](/[CH:24]=[CH:25]/[C:26]3[CH:31]=[CH:30][CH:29]=[CH:28][CH:27]=3)[O:22]2)[CH:18]([C:32]([OH:36])=[O:33])[O:17]1)=[O:5])[CH3:2]. The catalyst class is: 47.